Task: Predict the reactants needed to synthesize the given product.. Dataset: Full USPTO retrosynthesis dataset with 1.9M reactions from patents (1976-2016) (1) Given the product [Cl:1][C:2]1[CH:3]=[C:4]([NH:17][C:18]2[C:27]3[CH2:26][C:25](=[N:43][O:42][CH2:41][CH2:40][N:39]([C:45]([O:46][C:10]([CH3:15])([CH3:11])[CH3:9])=[O:48])[CH2:38][CH3:37])[CH:24]=[CH:23][C:22]=3[N:21]=[CH:20][N:19]=2)[CH:5]=[CH:6][C:7]=1[O:8][CH2:9][C:10]1[CH:15]=[CH:14][CH:13]=[C:12]([F:16])[CH:11]=1, predict the reactants needed to synthesize it. The reactants are: [Cl:1][C:2]1[CH:3]=[C:4]([NH:17][C:18]2[C:27]3[C:22](=[CH:23][CH:24]=[C:25](C=O)[CH:26]=3)[N:21]=[CH:20][N:19]=2)[CH:5]=[CH:6][C:7]=1[O:8][CH2:9][C:10]1[CH:15]=[CH:14][CH:13]=[C:12]([F:16])[CH:11]=1.C(OC([CH2:37][CH2:38][NH:39][CH2:40][CH2:41][O:42][NH2:43])=O)(C)(C)C.Cl.[C:45](=[O:48])(O)[O-:46].[Na+]. (2) Given the product [F:32][C:33]1[CH:34]=[C:35]([N:47]2[CH2:52][CH2:51][O:50][CH2:49][CH2:48]2)[CH:36]=[CH:37][C:38]=1[CH2:39][N:40]1[CH2:45][CH2:44][N:43]([C:2]([O:20][CH:15]([C:16]([F:19])([F:18])[F:17])[C:14]([F:22])([F:21])[F:13])=[O:4])[C@@H:42]([CH3:46])[CH2:41]1, predict the reactants needed to synthesize it. The reactants are: Cl[C:2](Cl)([O:4]C(=O)OC(Cl)(Cl)Cl)Cl.[F:13][C:14]([F:22])([F:21])[CH:15]([OH:20])[C:16]([F:19])([F:18])[F:17].C(N(C(C)C)C(C)C)C.[F:32][C:33]1[CH:34]=[C:35]([N:47]2[CH2:52][CH2:51][O:50][CH2:49][CH2:48]2)[CH:36]=[CH:37][C:38]=1[CH2:39][N:40]1[CH2:45][CH2:44][NH:43][C@@H:42]([CH3:46])[CH2:41]1. (3) The reactants are: [CH:1]1([CH2:4][O:5][C:6]2[CH:14]=[C:13]3[C:9]([CH:10]=[C:11]([CH2:15][OH:16])[NH:12]3)=[CH:8][CH:7]=2)[CH2:3][CH2:2]1. Given the product [CH:1]1([CH2:4][O:5][C:6]2[CH:14]=[C:13]3[C:9]([CH:10]=[C:11]([CH:15]=[O:16])[NH:12]3)=[CH:8][CH:7]=2)[CH2:2][CH2:3]1, predict the reactants needed to synthesize it. (4) Given the product [CH3:1][C:2]1[CH:3]=[C:4]([CH:9]=[CH:10][C:11]=1[CH:12]1[S:18][CH2:17][CH2:16][NH:15][C:14]2[N:19]([CH3:28])[N:20]=[C:21]([C:22]3[CH:27]=[CH:26][CH:25]=[CH:24][N:23]=3)[C:13]1=2)[C:5]([NH:29][C:30]1[C:31]([CH3:36])=[N:32][CH:33]=[CH:34][CH:35]=1)=[O:6], predict the reactants needed to synthesize it. The reactants are: [CH3:1][C:2]1[CH:3]=[C:4]([CH:9]=[CH:10][C:11]=1[CH:12]1[S:18][CH2:17][CH2:16][NH:15][C:14]2[N:19]([CH3:28])[N:20]=[C:21]([C:22]3[CH:27]=[CH:26][CH:25]=[CH:24][N:23]=3)[C:13]1=2)[C:5](OC)=[O:6].[NH2:29][C:30]1[C:31]([CH3:36])=[N:32][CH:33]=[CH:34][CH:35]=1.C[Si]([N-][Si](C)(C)C)(C)C.[Li+]. (5) Given the product [Cl:8][C:7]1[C:2]([B:13]2[O:14][C:15]([CH3:17])([CH3:16])[C:11]([CH3:27])([CH3:10])[O:12]2)=[CH:3][C:4]([NH2:9])=[N:5][CH:6]=1, predict the reactants needed to synthesize it. The reactants are: Br[C:2]1[C:7]([Cl:8])=[CH:6][N:5]=[C:4]([NH2:9])[CH:3]=1.[CH3:10][C:11]1([CH3:27])[C:15]([CH3:17])([CH3:16])[O:14][B:13]([B:13]2[O:14][C:15]([CH3:17])([CH3:16])[C:11]([CH3:27])([CH3:10])[O:12]2)[O:12]1.C([O-])(=O)C.[K+].ClCCl. (6) Given the product [C:1]([O:5][C:6]([NH:8][C@@H:9]([CH2:14][C:15]1[CH:20]=[CH:19][CH:18]=[CH:17][CH:16]=1)[C@@H:10]([OH:13])[C:11]([OH:40])=[O:25])=[O:7])([CH3:4])([CH3:3])[CH3:2], predict the reactants needed to synthesize it. The reactants are: [C:1]([O:5][C:6]([NH:8][C@@H:9]([CH2:14][C:15]1[CH:20]=[CH:19][CH:18]=[CH:17][CH:16]=1)[C@H:10]([OH:13])[CH2:11]Cl)=[O:7])([CH3:4])([CH3:3])[CH3:2].CC(O)C.[OH-:25].[Na+].C(O)(=O)CC(CC(O)=O)(C(O)=O)O.[OH2:40]. (7) Given the product [Cl:21][C:19]1[CH:18]=[CH:17][CH:16]=[C:15]2[C:20]=1[C:12]([C:10]([NH:9][CH2:8][CH:5]1[CH2:6][CH2:7][C:2]([F:1])([F:22])[CH2:3][CH2:4]1)=[O:11])=[CH:13][N:14]2[CH2:30][CH2:29][N:23]1[CH2:28][CH2:27][CH2:26][CH2:25][CH2:24]1, predict the reactants needed to synthesize it. The reactants are: [F:1][C:2]1([F:22])[CH2:7][CH2:6][CH:5]([CH2:8][NH:9][C:10]([C:12]2[C:20]3[C:15](=[CH:16][CH:17]=[CH:18][C:19]=3[Cl:21])[NH:14][CH:13]=2)=[O:11])[CH2:4][CH2:3]1.[N:23]1([CH2:29][CH2:30]O)[CH2:28][CH2:27][CH2:26][CH2:25][CH2:24]1.C(P(=CC#N)(CCCC)CCCC)CCC. (8) Given the product [Cl:1][C:2]1[C:7]([C:8]([NH:10][C:11]2[CH:16]=[CH:15][C:14]([OH:17])=[CH:13][CH:12]=2)=[O:9])=[CH:6][CH:5]=[CH:4][N:3]=1, predict the reactants needed to synthesize it. The reactants are: [Cl:1][C:2]1[C:7]([C:8]([NH:10][C:11]2[CH:16]=[CH:15][C:14]([O:17]CC)=[CH:13][CH:12]=2)=[O:9])=[CH:6][CH:5]=[CH:4][N:3]=1.CCOC1C=CC(N)=CC=1.OC1C=CC(N)=CC=1. (9) Given the product [Cl:1][C:2]1[CH:3]=[C:4]([C:8]2[N:12]3[N:13]=[C:14]([C:17]([NH:28][C:26]4[CH:25]=[CH:24][CH:23]=[C:22]([C:21]([F:29])([F:20])[F:30])[N:27]=4)=[O:19])[CH:15]=[CH:16][C:11]3=[N:10][CH:9]=2)[CH:5]=[CH:6][CH:7]=1, predict the reactants needed to synthesize it. The reactants are: [Cl:1][C:2]1[CH:3]=[C:4]([C:8]2[N:12]3[N:13]=[C:14]([C:17]([OH:19])=O)[CH:15]=[CH:16][C:11]3=[N:10][CH:9]=2)[CH:5]=[CH:6][CH:7]=1.[F:20][C:21]([F:30])([F:29])[C:22]1[N:27]=[C:26]([NH2:28])[CH:25]=[CH:24][CH:23]=1.CCN(C(C)C)C(C)C.CN(C(ON1N=NC2C=CC=NC1=2)=[N+](C)C)C.F[P-](F)(F)(F)(F)F. (10) Given the product [C:14]([O:13][C:11]([N:18]1[CH2:23][CH2:22][CH:21]([CH2:24][NH:25][S:7]([C:1]2[CH:6]=[CH:5][CH:4]=[CH:3][CH:2]=2)(=[O:9])=[O:8])[CH2:20][CH2:19]1)=[O:12])([CH3:17])([CH3:16])[CH3:15], predict the reactants needed to synthesize it. The reactants are: [C:1]1([S:7](Cl)(=[O:9])=[O:8])[CH:6]=[CH:5][CH:4]=[CH:3][CH:2]=1.[C:11]([N:18]1[CH2:23][CH2:22][CH:21]([CH2:24][NH2:25])[CH2:20][CH2:19]1)([O:13][C:14]([CH3:17])([CH3:16])[CH3:15])=[O:12].